Dataset: Full USPTO retrosynthesis dataset with 1.9M reactions from patents (1976-2016). Task: Predict the reactants needed to synthesize the given product. (1) Given the product [CH2:14]([CH:4]1[CH2:2][NH:3][C:6](=[O:7])[C@H:5]1[C:9]([OH:11])=[O:10])[CH:15]([CH3:17])[CH3:16], predict the reactants needed to synthesize it. The reactants are: [K+].[C:2]([C@@H:4]([CH2:14][CH:15]([CH3:17])[CH3:16])[CH:5]([C:9]([O:11]CC)=[O:10])[C:6]([O-])=[O:7])#[N:3].[H][H]. (2) Given the product [Cl:26][C:27]1[CH:34]=[CH:33][C:30]([CH2:31][NH:32][C:20]([C:14]2[CH:13]=[C:12]3[C:17]([C:18](=[O:19])[N:9]([C:7]4[CH:6]=[C:5]([O:24][CH3:25])[N:4]=[C:3]([O:2][CH3:1])[N:8]=4)[C:10](=[S:23])[NH:11]3)=[CH:16][CH:15]=2)=[O:22])=[CH:29][CH:28]=1, predict the reactants needed to synthesize it. The reactants are: [CH3:1][O:2][C:3]1[N:8]=[C:7]([N:9]2[C:18](=[O:19])[C:17]3[C:12](=[CH:13][C:14]([C:20]([OH:22])=O)=[CH:15][CH:16]=3)[NH:11][C:10]2=[S:23])[CH:6]=[C:5]([O:24][CH3:25])[N:4]=1.[Cl:26][C:27]1[CH:34]=[CH:33][C:30]([CH2:31][NH2:32])=[CH:29][CH:28]=1.CCN(C(C)C)C(C)C.CN(C(ON1N=NC2C=CC=NC1=2)=[N+](C)C)C.F[P-](F)(F)(F)(F)F.